Dataset: Reaction yield outcomes from USPTO patents with 853,638 reactions. Task: Predict the reaction yield, written as a fraction of the theoretical maximum amount of product (1.0 means a 100% yield; for example, 0.34 means a 34% yield). (1) The yield is 0.820. The reactants are [Cl:1][C:2]1[C:7](I)=[CH:6][N:5]=[C:4]([S:9][CH3:10])[N:3]=1.C([Mg]Br)(C)C.[CH:16]([C:19]1[CH:26]=[C:25]([O:27][CH3:28])[C:24]([O:29][CH3:30])=[CH:23][C:20]=1[CH:21]=[O:22])([CH3:18])[CH3:17]. The product is [Cl:1][C:2]1[C:7]([CH:21]([C:20]2[CH:23]=[C:24]([O:29][CH3:30])[C:25]([O:27][CH3:28])=[CH:26][C:19]=2[CH:16]([CH3:18])[CH3:17])[OH:22])=[CH:6][N:5]=[C:4]([S:9][CH3:10])[N:3]=1. The catalyst is C1COCC1. (2) The reactants are C([O:4][C@@H:5]1[C@@H:10]([O:11]C(=O)C)[C@H:9]([C:15]2[CH:20]=[CH:19][C:18]([Cl:21])=[C:17]([CH2:22][C:23]3[CH:28]=[CH:27][C:26]([O:29][CH2:30][CH3:31])=[CH:25][CH:24]=3)[CH:16]=2)[O:8][C@H:7]([O:32][CH3:33])[C@H:6]1[O:34]C(=O)C)(=O)C.C([O-])([O-])=O.[K+].[K+]. The catalyst is CO. The product is [Cl:21][C:18]1[CH:19]=[CH:20][C:15]([C@H:9]2[C@H:10]([OH:11])[C@@H:5]([OH:4])[C@H:6]([OH:34])[C@@H:7]([O:32][CH3:33])[O:8]2)=[CH:16][C:17]=1[CH2:22][C:23]1[CH:24]=[CH:25][C:26]([O:29][CH2:30][CH3:31])=[CH:27][CH:28]=1. The yield is 0.960. (3) The reactants are [CH2:1]([C:3]1[CH:4]=[C:5]2[C:9](=[CH:10][C:11]=1[N+:12]([O-])=O)[NH:8][CH:7]=[CH:6]2)[CH3:2]. The catalyst is [Ni]. The product is [CH2:1]([C:3]1[CH:4]=[C:5]2[C:9](=[CH:10][C:11]=1[NH2:12])[NH:8][CH:7]=[CH:6]2)[CH3:2]. The yield is 0.480. (4) The reactants are C1C=CC(N([S:8]([C:11]([F:14])([F:13])[F:12])(=[O:10])=[O:9])[S:8]([C:11]([F:14])([F:13])[F:12])(=[O:10])=[O:9])=CC=1.C(N(CC)CC)C.[CH2:29]([C:31]([C:42]1[CH:47]=[CH:46][C:45](/[CH:48]=[CH:49]/[C:50]2([OH:56])[CH2:55][CH2:54][O:53][CH2:52][CH2:51]2)=[C:44]([CH3:57])[CH:43]=1)([C:34]1[CH:39]=[CH:38][C:37]([OH:40])=[C:36]([CH3:41])[CH:35]=1)[CH2:32][CH3:33])[CH3:30]. The product is [CH2:29]([C:31]([C:34]1[CH:39]=[CH:38][C:37]([O:40][S:8]([C:11]([F:14])([F:13])[F:12])(=[O:10])=[O:9])=[C:36]([CH3:41])[CH:35]=1)([C:42]1[CH:47]=[CH:46][C:45](/[CH:48]=[CH:49]/[C:50]2([OH:56])[CH2:55][CH2:54][O:53][CH2:52][CH2:51]2)=[C:44]([CH3:57])[CH:43]=1)[CH2:32][CH3:33])[CH3:30]. The catalyst is ClCCl. The yield is 0.870. (5) The reactants are [CH:1](NC(C)C)(C)C.C(=O)=O.CC(C)=O.C(O[C:20](=[O:28])[NH:21][C@@H:22]([CH2:26][CH3:27])[C:23](=[O:25])[CH3:24])(C)(C)C.[Cl-].[NH4+]. The catalyst is O1CCCC1.C(OCC)(=O)C. The product is [CH2:26]([C@@H:22]1[NH:21][C:20](=[O:28])[CH2:1][C@@:23]1([OH:25])[CH3:24])[CH3:27]. The yield is 0.680. (6) The reactants are [Cl:1][C:2]1[S:6][C:5]([S:7]([NH:10][CH:11]([C:17]2[N:18]([CH2:22][C:23]3[CH:28]=[CH:27][C:26]([O:29]C)=[CH:25][CH:24]=3)[CH:19]=[CH:20][N:21]=2)[CH:12]([CH2:15][CH3:16])[CH2:13][CH3:14])(=[O:9])=[O:8])=[CH:4][CH:3]=1.B(Br)(Br)Br.O. The catalyst is C(Cl)Cl. The product is [Cl:1][C:2]1[S:6][C:5]([S:7]([NH:10][CH:11]([C:17]2[N:18]([CH2:22][C:23]3[CH:24]=[CH:25][C:26]([OH:29])=[CH:27][CH:28]=3)[CH:19]=[CH:20][N:21]=2)[CH:12]([CH2:15][CH3:16])[CH2:13][CH3:14])(=[O:8])=[O:9])=[CH:4][CH:3]=1. The yield is 0.580. (7) The reactants are C([O:5][C:6](=[O:34])[CH2:7][O:8][C:9]1[C:14]2[CH2:15][CH2:16][CH2:17][CH2:18][CH:19]([NH:20][S:21]([C:24]3[CH:29]=[CH:28][CH:27]=[C:26]([S:30]([CH3:33])(=[O:32])=[O:31])[CH:25]=3)(=[O:23])=[O:22])[C:13]=2[CH:12]=[CH:11][CH:10]=1)(C)(C)C.O.[OH-].[Li+]. The catalyst is C1COCC1.O.CO. The product is [CH3:33][S:30]([C:26]1[CH:25]=[C:24]([S:21]([NH:20][CH:19]2[C:13]3[CH:12]=[CH:11][CH:10]=[C:9]([O:8][CH2:7][C:6]([OH:34])=[O:5])[C:14]=3[CH2:15][CH2:16][CH2:17][CH2:18]2)(=[O:23])=[O:22])[CH:29]=[CH:28][CH:27]=1)(=[O:31])=[O:32]. The yield is 0.520.